Task: Predict which catalyst facilitates the given reaction.. Dataset: Catalyst prediction with 721,799 reactions and 888 catalyst types from USPTO Reactant: [Cl:1][C:2]1[C:3]([OH:21])=[CH:4][C:5]2[C:6](=[O:20])[C:7]3[C:12]([S:13][C:14]=2[CH:15]=1)=[CH:11][C:10]([C:16]([F:19])([F:18])[F:17])=[CH:9][CH:8]=3.N1C=CC=CC=1.[F:28][C:29]([F:42])([F:41])[S:30](O[S:30]([C:29]([F:42])([F:41])[F:28])(=[O:32])=[O:31])(=[O:32])=[O:31].C(=O)([O-])O.[Na+]. Product: [Cl:1][C:2]1[C:3]([O:21][S:30]([C:29]([F:42])([F:41])[F:28])(=[O:32])=[O:31])=[CH:4][C:5]2[C:6](=[O:20])[C:7]3[C:12]([S:13][C:14]=2[CH:15]=1)=[CH:11][C:10]([C:16]([F:18])([F:19])[F:17])=[CH:9][CH:8]=3. The catalyst class is: 2.